Dataset: Full USPTO retrosynthesis dataset with 1.9M reactions from patents (1976-2016). Task: Predict the reactants needed to synthesize the given product. (1) Given the product [CH3:22][CH:21]([CH3:23])[C:20]([N:9]1[CH2:10][CH2:11][N:6]2[N:5]=[C:4]([N+:1]([O-:3])=[O:2])[CH:12]=[C:7]2[CH2:8]1)=[O:24], predict the reactants needed to synthesize it. The reactants are: [N+:1]([C:4]1[CH:12]=[C:7]2[CH2:8][NH:9][CH2:10][CH2:11][N:6]2[N:5]=1)([O-:3])=[O:2].C(N(CC)CC)C.[C:20](Cl)(=[O:24])[CH:21]([CH3:23])[CH3:22]. (2) Given the product [CH3:15][C@H:14]1[C:16](=[O:18])[CH:22]([C:23]([O:25][CH2:26][CH3:27])=[O:24])[CH2:21][CH2:20][N:13]1[C:11]([O:10][CH2:7][CH:8]=[CH2:9])=[O:12].[CH3:15][C@H:14]1[C:16](=[O:18])[CH:22]([C:23]([O:25][CH3:26])=[O:24])[CH2:21][CH2:20][N:13]1[C:11]([O:10][CH2:7][CH:8]=[CH2:9])=[O:12], predict the reactants needed to synthesize it. The reactants are: CC(C)([O-])C.[K+].[CH2:7]([O:10][C:11]([N:13]([CH2:20][CH2:21][CH2:22][C:23]([O:25][CH2:26][CH3:27])=[O:24])[C@H:14]([C:16]([O:18]C)=O)[CH3:15])=[O:12])[CH:8]=[CH2:9].P([O-])(O)(O)=O.[Na+].C(OCC)(=O)C. (3) Given the product [C:28]([O:32][C:33]([N:35]1[CH2:40][CH2:39][N:38]([CH2:21][C:19]2[CH:18]=[CH:17][C:15]3[NH:16][C:12]([C:8]4[C:7]([NH:6][C:4](=[O:5])[C:3]5[C:2]([F:1])=[CH:26][CH:25]=[CH:24][C:23]=5[F:27])=[CH:11][NH:10][N:9]=4)=[N:13][C:14]=3[CH:20]=2)[CH2:37][CH2:36]1)=[O:34])([CH3:31])([CH3:29])[CH3:30], predict the reactants needed to synthesize it. The reactants are: [F:1][C:2]1[CH:26]=[CH:25][CH:24]=[C:23]([F:27])[C:3]=1[C:4]([NH:6][C:7]1[C:8]([C:12]2[NH:16][C:15]3[CH:17]=[CH:18][C:19]([CH:21]=O)=[CH:20][C:14]=3[N:13]=2)=[N:9][NH:10][CH:11]=1)=[O:5].[C:28]([O:32][C:33]([N:35]1[CH2:40][CH2:39][NH:38][CH2:37][CH2:36]1)=[O:34])([CH3:31])([CH3:30])[CH3:29].C(O[BH-](OC(=O)C)OC(=O)C)(=O)C.[Na+].CO. (4) Given the product [CH2:19]([O:5][C:4]1[CH:3]=[C:2]([CH:10]=[CH:9][C:6]=1[O:7][CH3:8])[C:1]([O:12][CH2:1][C:2]1[CH:10]=[CH:9][CH:6]=[CH:4][CH:3]=1)=[O:11])[C:20]1[CH:25]=[CH:24][CH:23]=[CH:22][CH:21]=1, predict the reactants needed to synthesize it. The reactants are: [C:1]([OH:12])(=[O:11])[C:2]1[CH:10]=[CH:9][C:6]([O:7][CH3:8])=[C:4]([OH:5])[CH:3]=1.C([O-])([O-])=O.[K+].[K+].[CH2:19](Br)[C:20]1[CH:25]=[CH:24][CH:23]=[CH:22][CH:21]=1. (5) Given the product [CH2:1]([O:8][N:9]1[C:18]2[C:13](=[CH:14][C:15]([C:52]#[C:51][CH2:50][CH2:49][CH2:48][CH2:47][CH2:46][CH2:45][OH:53])=[CH:16][N:17]=2)[C:12]([NH:20][CH2:21][C:22]2[CH:27]=[CH:26][C:25]([O:28][CH3:29])=[CH:24][C:23]=2[O:30][CH3:31])=[C:11]([C:32]([NH:34][CH2:35][C:36]2[CH:41]=[CH:40][C:39]([F:42])=[CH:38][C:37]=2[F:43])=[O:33])[C:10]1=[O:44])[C:2]1[CH:7]=[CH:6][CH:5]=[CH:4][CH:3]=1, predict the reactants needed to synthesize it. The reactants are: [CH2:1]([O:8][N:9]1[C:18]2[C:13](=[CH:14][C:15](Br)=[CH:16][N:17]=2)[C:12]([NH:20][CH2:21][C:22]2[CH:27]=[CH:26][C:25]([O:28][CH3:29])=[CH:24][C:23]=2[O:30][CH3:31])=[C:11]([C:32]([NH:34][CH2:35][C:36]2[CH:41]=[CH:40][C:39]([F:42])=[CH:38][C:37]=2[F:43])=[O:33])[C:10]1=[O:44])[C:2]1[CH:7]=[CH:6][CH:5]=[CH:4][CH:3]=1.[CH2:45]([OH:53])[CH2:46][CH2:47][CH2:48][CH2:49][CH2:50][C:51]#[CH:52]. (6) Given the product [CH3:7][N:6]1[C:2]([N:14]2[CH2:15][CH2:16][CH2:17][N:11]([C:18]([O:20][C:21]([CH3:24])([CH3:23])[CH3:22])=[O:19])[CH2:12][CH2:13]2)=[C:3]([N+:8]([O-:10])=[O:9])[CH:4]=[N:5]1, predict the reactants needed to synthesize it. The reactants are: Cl[C:2]1[N:6]([CH3:7])[N:5]=[CH:4][C:3]=1[N+:8]([O-:10])=[O:9].[N:11]1([C:18]([O:20][C:21]([CH3:24])([CH3:23])[CH3:22])=[O:19])[CH2:17][CH2:16][CH2:15][NH:14][CH2:13][CH2:12]1.C(N(C(C)C)CC)(C)C. (7) Given the product [CH2:17]([O:19][C:20]1[CH:25]=[CH:24][C:23]([C:26]([F:27])([F:28])[F:29])=[CH:22][C:21]=1[C:2]1[C:3]2[NH:10][C:9]([CH3:11])=[C:8]([C:12]([O:14][CH2:15][CH3:16])=[O:13])[C:4]=2[N:5]=[CH:6][N:7]=1)[CH3:18], predict the reactants needed to synthesize it. The reactants are: Cl[C:2]1[C:3]2[NH:10][C:9]([CH3:11])=[C:8]([C:12]([O:14][CH2:15][CH3:16])=[O:13])[C:4]=2[N:5]=[CH:6][N:7]=1.[CH2:17]([O:19][C:20]1[CH:25]=[CH:24][C:23]([C:26]([F:29])([F:28])[F:27])=[CH:22][C:21]=1B1OC(C)(C)C(C)(C)O1)[CH3:18]. (8) The reactants are: [F:1][C:2]1[CH:7]=[CH:6][C:5]([CH2:8][CH2:9][C:10](=[O:22])[CH2:11][C:12]([C:14]2[CH:15]=[C:16]([CH:19]=[CH:20][CH:21]=2)[C:17]#[N:18])=[O:13])=[CH:4][CH:3]=1.[C:23]([O-])([O-])=O.[K+].[K+].CI. Given the product [F:1][C:2]1[CH:7]=[CH:6][C:5]([CH2:8][CH2:9][C:10](=[O:22])[CH:11]([CH3:23])[C:12]([C:14]2[CH:15]=[C:16]([CH:19]=[CH:20][CH:21]=2)[C:17]#[N:18])=[O:13])=[CH:4][CH:3]=1, predict the reactants needed to synthesize it.